Dataset: NCI-60 drug combinations with 297,098 pairs across 59 cell lines. Task: Regression. Given two drug SMILES strings and cell line genomic features, predict the synergy score measuring deviation from expected non-interaction effect. Drug 1: C1=CC(=C2C(=C1NCCNCCO)C(=O)C3=C(C=CC(=C3C2=O)O)O)NCCNCCO. Drug 2: C1CCC(C(C1)N)N.C(=O)(C(=O)[O-])[O-].[Pt+4]. Cell line: RPMI-8226. Synergy scores: CSS=58.4, Synergy_ZIP=1.20, Synergy_Bliss=-1.75, Synergy_Loewe=-0.622, Synergy_HSA=1.94.